Dataset: Full USPTO retrosynthesis dataset with 1.9M reactions from patents (1976-2016). Task: Predict the reactants needed to synthesize the given product. Given the product [CH2:28]([N:27]([CH2:20][C:21]1[CH:26]=[CH:25][CH:24]=[CH:23][CH:22]=1)[CH2:2][CH2:3][C@H:4]1[CH2:6][C@@H:5]1[CH:7]1[CH2:12][CH2:11][N:10]([C:13]([O:15][C:16]([CH3:19])([CH3:18])[CH3:17])=[O:14])[CH2:9][CH2:8]1)[C:29]1[CH:34]=[CH:33][CH:32]=[CH:31][CH:30]=1, predict the reactants needed to synthesize it. The reactants are: O=[CH:2][CH2:3][C@H:4]1[CH2:6][C@@H:5]1[CH:7]1[CH2:12][CH2:11][N:10]([C:13]([O:15][C:16]([CH3:19])([CH3:18])[CH3:17])=[O:14])[CH2:9][CH2:8]1.[CH2:20]([NH:27][CH2:28][C:29]1[CH:34]=[CH:33][CH:32]=[CH:31][CH:30]=1)[C:21]1[CH:26]=[CH:25][CH:24]=[CH:23][CH:22]=1.[BH-](OC(C)=O)(OC(C)=O)OC(C)=O.[Na+].